Dataset: Full USPTO retrosynthesis dataset with 1.9M reactions from patents (1976-2016). Task: Predict the reactants needed to synthesize the given product. (1) Given the product [CH2:1]([N:8]1[CH2:11][CH:10]2[C:17](=[O:20])[CH:18]([CH2:13][CH2:9]2)[CH2:15]1)[C:2]1[CH:7]=[CH:6][CH:5]=[CH:4][CH:3]=1, predict the reactants needed to synthesize it. The reactants are: [CH2:1]([NH2:8])[C:2]1[CH:7]=[CH:6][CH:5]=[CH:4][CH:3]=1.[C:9]1(=O)[CH2:13]C[CH2:11][CH2:10]1.[CH2:15]=O.[C:17]([OH:20])(=O)[CH3:18]. (2) Given the product [C:19]([C:18]1[CH:21]=[C:22]([F:25])[CH:23]=[CH:24][C:17]=1[O:16][CH:13]1[CH2:12][CH2:11][N:10]([CH2:9][CH2:8][C@H:5]2[CH2:6][CH2:7][C@H:2]([NH:1][C:28](=[O:29])[CH3:27])[CH2:3][CH2:4]2)[CH2:15][CH2:14]1)#[N:20], predict the reactants needed to synthesize it. The reactants are: [NH2:1][C@H:2]1[CH2:7][CH2:6][C@H:5]([CH2:8][CH2:9][N:10]2[CH2:15][CH2:14][CH:13]([O:16][C:17]3[CH:24]=[CH:23][C:22]([F:25])=[CH:21][C:18]=3[C:19]#[N:20])[CH2:12][CH2:11]2)[CH2:4][CH2:3]1.F[C:27](F)(F)[C:28](O)=[O:29].C(Cl)(=O)C. (3) Given the product [NH2:2][C:1]1[NH:21][C:10]2[C:9]([C:3]=1[C:4]([O:6][CH2:7][CH3:8])=[O:5])=[CH:14][CH:13]=[C:12]([S:15]([N:18]([CH3:20])[CH3:19])(=[O:17])=[O:16])[CH:11]=2, predict the reactants needed to synthesize it. The reactants are: [C:1]([CH:3]([C:9]1[CH:14]=[CH:13][C:12]([S:15]([N:18]([CH3:20])[CH3:19])(=[O:17])=[O:16])=[CH:11][C:10]=1[N+:21]([O-])=O)[C:4]([O:6][CH2:7][CH3:8])=[O:5])#[N:2]. (4) The reactants are: Br[C:2]1[CH:7]=[C:6]([Cl:8])[CH:5]=[CH:4][C:3]=1[CH2:9][OH:10].[F:11][C:12]1[CH:17]=[CH:16][C:15]([CH:18]=[CH2:19])=[CH:14][CH:13]=1. Given the product [Cl:8][C:6]1[CH:5]=[CH:4][C:3]([CH2:9][OH:10])=[C:2](/[CH:19]=[CH:18]/[C:15]2[CH:16]=[CH:17][C:12]([F:11])=[CH:13][CH:14]=2)[CH:7]=1, predict the reactants needed to synthesize it. (5) Given the product [CH2:22]([N:8]1[C:4]2[CH:3]=[C:2]([Cl:1])[C:18]([Cl:19])=[CH:17][C:5]=2[N:6]=[C:7]1[C:9]1[CH:10]=[CH:11][C:12]([CH:15]=[O:16])=[CH:13][CH:14]=1)[CH:21]=[CH2:20], predict the reactants needed to synthesize it. The reactants are: [Cl:1][C:2]1[C:18]([Cl:19])=[CH:17][C:5]2[N:6]=[C:7]([C:9]3[CH:14]=[CH:13][C:12]([CH:15]=[O:16])=[CH:11][CH:10]=3)[NH:8][C:4]=2[CH:3]=1.[CH2:20](Br)[CH:21]=[CH2:22].